From a dataset of Full USPTO retrosynthesis dataset with 1.9M reactions from patents (1976-2016). Predict the reactants needed to synthesize the given product. (1) Given the product [C:65]([O:63][CH:7]1[CH2:6][C:5](=[O:64])[CH:4]([CH2:1][CH:2]=[CH2:3])[CH:30]=[C:29]([CH3:31])[CH2:28][CH:27]([CH3:32])[CH2:26][CH:25]([O:33][CH3:34])[CH:24]2[O:35][C:20]([OH:39])([CH:21]([CH3:38])[CH2:22][CH:23]2[O:36][CH3:37])[C:19](=[O:40])[C:18](=[O:41])[N:17]2[CH:12]([CH2:13][CH2:14][CH2:15][CH2:16]2)[C:11](=[O:42])[O:10][CH:9]([C:43]([CH3:61])=[CH:44][CH:45]2[CH2:50][CH2:49][CH:48]([O:51][Si:52]([C:55]([CH3:58])([CH3:57])[CH3:56])([CH3:53])[CH3:54])[CH:47]([O:59][CH3:60])[CH2:46]2)[CH:8]1[CH3:62])(=[O:67])[CH3:66], predict the reactants needed to synthesize it. The reactants are: [CH2:1]([CH:4]1[CH:30]=[C:29]([CH3:31])[CH2:28][CH:27]([CH3:32])[CH2:26][CH:25]([O:33][CH3:34])[CH:24]2[O:35][C:20]([OH:39])([CH:21]([CH3:38])[CH2:22][CH:23]2[O:36][CH3:37])[C:19](=[O:40])[C:18](=[O:41])[N:17]2[CH:12]([CH2:13][CH2:14][CH2:15][CH2:16]2)[C:11](=[O:42])[O:10][CH:9]([C:43]([CH3:61])=[CH:44][CH:45]2[CH2:50][CH2:49][CH:48]([O:51][Si:52]([C:55]([CH3:58])([CH3:57])[CH3:56])([CH3:54])[CH3:53])[CH:47]([O:59][CH3:60])[CH2:46]2)[CH:8]([CH3:62])[CH:7]([OH:63])[CH2:6][C:5]1=[O:64])[CH:2]=[CH2:3].[C:65](OC(=O)C)(=[O:67])[CH3:66]. (2) Given the product [CH2:1]([C:3]1[C:11]2[C:6](=[N:7][CH:8]=[CH:9][C:10]=2[O:12][C:13]2[CH:19]=[CH:18][C:16]([NH:17][C:30]3[CH:35]=[C:34]([C:36]([F:39])([F:37])[F:38])[N:33]=[C:32]([NH2:40])[N:31]=3)=[CH:15][C:14]=2[F:20])[NH:5][CH:4]=1)[CH3:2], predict the reactants needed to synthesize it. The reactants are: [CH2:1]([C:3]1[C:11]2[C:6](=[N:7][CH:8]=[CH:9][C:10]=2[O:12][C:13]2[CH:19]=[CH:18][C:16]([NH2:17])=[CH:15][C:14]=2[F:20])[NH:5][CH:4]=1)[CH3:2].N1C=CC=NC=1N.Cl.Cl[C:30]1[CH:35]=[C:34]([C:36]([F:39])([F:38])[F:37])[N:33]=[C:32]([NH2:40])[N:31]=1.[OH-].[Na+]. (3) Given the product [ClH:8].[Cl:15][C:16]1[CH:21]=[CH:20][C:19]([NH:22][C:6](=[O:7])[C:5]2[CH:9]=[CH:10][CH:11]=[CH:12][C:4]=2[O:3][C:2]([F:14])([F:13])[F:1])=[CH:18][C:17]=1[O:23][CH:24]1[CH2:29][CH2:28][N:27]([CH3:30])[CH2:26][CH2:25]1, predict the reactants needed to synthesize it. The reactants are: [F:1][C:2]([F:14])([F:13])[O:3][C:4]1[CH:12]=[CH:11][CH:10]=[CH:9][C:5]=1[C:6]([Cl:8])=[O:7].[Cl:15][C:16]1[CH:21]=[CH:20][C:19]([NH2:22])=[CH:18][C:17]=1[O:23][CH:24]1[CH2:29][CH2:28][N:27]([CH3:30])[CH2:26][CH2:25]1. (4) Given the product [F:15][C:16]1[CH:21]=[C:20]([S:22][C:23]([F:26])([F:25])[F:24])[CH:19]=[CH:18][C:17]=1[N:27]([CH3:31])[C:28]([NH:7][CH:4]1[CH2:5][CH2:6][O:1][CH2:2][CH2:3]1)=[O:29], predict the reactants needed to synthesize it. The reactants are: [O:1]1[CH2:6][CH2:5][CH:4]([NH2:7])[CH2:3][CH2:2]1.C(N(CC)CC)C.[F:15][C:16]1[CH:21]=[C:20]([S:22][C:23]([F:26])([F:25])[F:24])[CH:19]=[CH:18][C:17]=1[N:27]([CH3:31])[C:28](Cl)=[O:29]. (5) Given the product [ClH:24].[NH2:11][CH:9]([NH:8][C:6](=[O:7])[C:5]1[CH:22]=[CH:23][C:2]([CH3:1])=[CH:3][CH:4]=1)[CH3:10], predict the reactants needed to synthesize it. The reactants are: [CH3:1][C:2]1[CH:23]=[CH:22][C:5]([C:6]([NH:8][CH:9]([NH:11]C(=O)OCC2C=CC=CC=2)[CH3:10])=[O:7])=[CH:4][CH:3]=1.[ClH:24].[H][H]. (6) Given the product [OH:6][C:7]1[CH:8]=[C:9]([CH:15]([CH3:19])[C:16]([OH:18])=[O:17])[CH:10]=[C:11]([OH:13])[CH:12]=1, predict the reactants needed to synthesize it. The reactants are: B(Br)(Br)Br.C[O:6][C:7]1[CH:8]=[C:9]([CH:15]([CH3:19])[C:16]([OH:18])=[O:17])[CH:10]=[C:11]([O:13]C)[CH:12]=1. (7) Given the product [C:5]1([C:3]([CH3:2])([OH:4])[C:33]([OH:34])=[O:36])[CH:15]=[CH:13][CH:12]=[CH:9][CH:7]=1.[C:21]([OH:22])(=[O:1])[CH:19]([CH3:17])[OH:20], predict the reactants needed to synthesize it. The reactants are: [O:1]=[CH:2][C@@H:3]([C@H:5]([C@@H:7]([CH2:9]O)O)O)[OH:4].O=[CH:12][C@@H:13]([C@H:15]([C@@H:17]([C@@H:19]([CH2:21][OH:22])[OH:20])O)O)O.[Na+].[Cl-].Cl.N[C@H](C(O)=O)CS.[C:33](=[O:36])([O-])[O-:34].[Ca+2].